The task is: Predict the product of the given reaction.. This data is from Forward reaction prediction with 1.9M reactions from USPTO patents (1976-2016). (1) Given the reactants [F:1][C:2]1[CH:7]=[CH:6][C:5]([C@@H:8]([O:11][Si:12]([CH2:17][CH3:18])([CH2:15][CH3:16])[CH2:13][CH3:14])[CH2:9]I)=[CH:4][C:3]=1[NH:19][S:20]([CH3:23])(=[O:22])=[O:21].[CH2:24]([NH:31][CH2:32][CH2:33][OH:34])[C:25]1[CH:30]=[CH:29][CH:28]=[CH:27][CH:26]=1, predict the reaction product. The product is: [CH2:24]([N:31]([CH2:32][CH2:33][OH:34])[CH2:9][C@@H:8]([C:5]1[CH:6]=[CH:7][C:2]([F:1])=[C:3]([NH:19][S:20]([CH3:23])(=[O:22])=[O:21])[CH:4]=1)[O:11][Si:12]([CH2:17][CH3:18])([CH2:15][CH3:16])[CH2:13][CH3:14])[C:25]1[CH:30]=[CH:29][CH:28]=[CH:27][CH:26]=1. (2) Given the reactants [CH3:1][C:2]1([CH3:13])[C:10]2[C:5](=[CH:6][CH:7]=[C:8](C)C=2)[NH:4][C:3]1=[O:12].BrC1C(N)=CC=C[N:16]=1, predict the reaction product. The product is: [CH3:1][C:2]1([CH3:13])[C:10]2=[N:16][CH:8]=[CH:7][CH:6]=[C:5]2[NH:4][C:3]1=[O:12]. (3) The product is: [Br:23][C:18]1[CH:19]=[CH:20][C:21]([O:22][C:2]2[N:3]=[C:4]3[CH:9]=[CH:8][CH:7]=[CH:6][N:5]3[C:10]=2[C:11]([O:13][CH2:14][CH3:15])=[O:12])=[CH:16][CH:17]=1.[Br:23][C:18]1[CH:19]=[CH:20][C:21]([O:22][C:2]2[N:3]=[C:4]3[CH:9]=[CH:8][CH:7]=[CH:6][N:5]3[CH:10]=2)=[CH:16][CH:17]=1. Given the reactants Cl[C:2]1[N:3]=[C:4]2[CH:9]=[CH:8][CH:7]=[CH:6][N:5]2[C:10]=1[C:11]([O:13][CH2:14][CH3:15])=[O:12].[CH:16]1[C:21]([OH:22])=[CH:20][CH:19]=[C:18]([Br:23])[CH:17]=1.[H-].[Na+], predict the reaction product. (4) Given the reactants [Cl:1][C:2]1[CH:3]=[C:4]([CH:6]=[CH:7][C:8]=1[O:9][C:10]1[CH:15]=[CH:14][C:13]([Cl:16])=[CH:12][CH:11]=1)[NH2:5].[CH3:17][CH:18]([C:24]([CH3:26])=O)[C:19](OCC)=[O:20].ClC1C(OC2C=CC(Cl)=CC=2)=CC=C2C=1C(O)=C(C)C(C)=N2, predict the reaction product. The product is: [Cl:1][C:2]1[CH:3]=[C:4]2[C:6]([C:19]([OH:20])=[C:18]([CH3:17])[C:24]([CH3:26])=[N:5]2)=[CH:7][C:8]=1[O:9][C:10]1[CH:15]=[CH:14][C:13]([Cl:16])=[CH:12][CH:11]=1. (5) Given the reactants [Br:1][C:2]1[CH:3]=[N:4][C:5]2[N:6]([N:8]=[C:9]([C:11]([OH:13])=O)[CH:10]=2)[CH:7]=1.[F:14][C:15]1[CH:16]=[C:17]2[C:22](=[CH:23][CH:24]=1)[CH:21]([CH2:25][CH3:26])[NH:20][CH2:19][CH2:18]2, predict the reaction product. The product is: [Br:1][C:2]1[CH:3]=[N:4][C:5]2[N:6]([N:8]=[C:9]([C:11]([N:20]3[CH2:19][CH2:18][C:17]4[C:22](=[CH:23][CH:24]=[C:15]([F:14])[CH:16]=4)[CH:21]3[CH2:25][CH3:26])=[O:13])[CH:10]=2)[CH:7]=1. (6) Given the reactants [NH2:1][C:2]1[O:3][C:4]2[CH:10]=[CH:9][C:8]([C:11]3[CH2:16][CH2:15][N:14]([C:17]([O:19][C:20]([CH3:23])([CH3:22])[CH3:21])=[O:18])[CH2:13][CH:12]=3)=[CH:7][C:5]=2[N:6]=1, predict the reaction product. The product is: [NH2:1][C:2]1[O:3][C:4]2[CH:10]=[CH:9][C:8]([CH:11]3[CH2:16][CH2:15][N:14]([C:17]([O:19][C:20]([CH3:23])([CH3:22])[CH3:21])=[O:18])[CH2:13][CH2:12]3)=[CH:7][C:5]=2[N:6]=1. (7) The product is: [CH3:1][O:2][C:3]1[C:7]([CH2:8][NH2:9])=[C:6]([N:10]2[CH2:14][CH2:13][CH2:12][CH2:11]2)[N:5]([CH3:15])[N:4]=1. Given the reactants [CH3:1][O:2][C:3]1[C:7]([C:8]#[N:9])=[C:6]([N:10]2[CH2:14][CH2:13][CH2:12][CH2:11]2)[N:5]([CH3:15])[N:4]=1.N, predict the reaction product.